This data is from Cav3 T-type calcium channel HTS with 100,875 compounds. The task is: Binary Classification. Given a drug SMILES string, predict its activity (active/inactive) in a high-throughput screening assay against a specified biological target. (1) The result is 0 (inactive). The drug is s1c(/C=C2\C(=C(N(C2=O)C)C)C(OC)=O)ccc1. (2) The drug is Clc1cc(C(/O)=C2\C(N(CCN(C)C)C(=O)C2=O)c2ccccc2)ccc1OC. The result is 0 (inactive). (3) The molecule is Clc1c(CSc2snnc2c2ccccc2)ccc(Cl)c1. The result is 0 (inactive). (4) The result is 0 (inactive). The drug is Clc1c(cc(NC(=O)CNC(=O)Cn2c(=O)c3c(nc2)cccc3)c(OC)c1)C. (5) The compound is O=C(NC(Cc1ccccc1)C(OCC(=O)c1ccc(cc1)CC)=O)C1CCC(CC1)C. The result is 0 (inactive). (6) The result is 0 (inactive). The compound is OC(=O)C1CCN(CC1)c1nc(cc(n1)C)C. (7) The compound is FC(F)(F)C1(O)N(N=C(C1)C(C)C)C(=O)c1cccnc1. The result is 0 (inactive).